Task: Predict the product of the given reaction.. Dataset: Forward reaction prediction with 1.9M reactions from USPTO patents (1976-2016) Given the reactants [Cl:1][C:2]1[CH:7]=[CH:6][C:5](B(O)O)=[CH:4][C:3]=1[C:11]([NH:13][CH2:14][C:15]12[CH2:24][CH:19]3[CH2:20][CH:21]([CH2:23][CH:17]([CH2:18]3)[CH2:16]1)[CH2:22]2)=[O:12].Cl[C:26]1[N:31]=[C:30]([C:32]([O:34]C)=[O:33])[CH:29]=[C:28]([C:36]([F:39])([F:38])[F:37])[CH:27]=1.C(=O)([O-])[O-].[K+].[K+], predict the reaction product. The product is: [Cl:1][C:2]1[CH:7]=[CH:6][C:5]([C:26]2[N:31]=[C:30]([C:32]([OH:34])=[O:33])[CH:29]=[C:28]([C:36]([F:39])([F:37])[F:38])[CH:27]=2)=[CH:4][C:3]=1[C:11]([NH:13][CH2:14][C:15]12[CH2:24][CH:19]3[CH2:20][CH:21]([CH2:23][CH:17]([CH2:18]3)[CH2:16]1)[CH2:22]2)=[O:12].